From a dataset of Reaction yield outcomes from USPTO patents with 853,638 reactions. Predict the reaction yield, written as a fraction of the theoretical maximum amount of product (1.0 means a 100% yield; for example, 0.34 means a 34% yield). The reactants are [F:1][C:2]1[CH:3]=[C:4]([NH:9][CH2:10][C:11]([OH:13])=[O:12])[CH:5]=[CH:6][C:7]=1[F:8].Cl.[CH3:15]O. No catalyst specified. The product is [CH3:15][O:12][C:11](=[O:13])[CH2:10][NH:9][C:4]1[CH:5]=[CH:6][C:7]([F:8])=[C:2]([F:1])[CH:3]=1. The yield is 0.990.